From a dataset of Forward reaction prediction with 1.9M reactions from USPTO patents (1976-2016). Predict the product of the given reaction. Given the reactants [BH4-].[Na+].[CH2:3](Br)[CH:4]=[CH2:5].[C:7]([NH2:26])(=[O:25])[C:8]1[CH:13]=[CH:12][CH:11]=[CH:10][C:9]=1[S:14][S:14][C:9]1[CH:10]=[CH:11][CH:12]=[CH:13][C:8]=1[C:7]([NH2:26])=[O:25], predict the reaction product. The product is: [CH2:3]([S:14][C:9]1[CH:10]=[CH:11][CH:12]=[CH:13][C:8]=1[C:7]([NH2:26])=[O:25])[CH:4]=[CH2:5].